From a dataset of NCI-60 drug combinations with 297,098 pairs across 59 cell lines. Regression. Given two drug SMILES strings and cell line genomic features, predict the synergy score measuring deviation from expected non-interaction effect. Drug 1: C1=NC(=NC(=O)N1C2C(C(C(O2)CO)O)O)N. Drug 2: COCCOC1=C(C=C2C(=C1)C(=NC=N2)NC3=CC=CC(=C3)C#C)OCCOC.Cl. Cell line: OVCAR-8. Synergy scores: CSS=33.1, Synergy_ZIP=-10.7, Synergy_Bliss=-3.11, Synergy_Loewe=-0.251, Synergy_HSA=-0.266.